From a dataset of Forward reaction prediction with 1.9M reactions from USPTO patents (1976-2016). Predict the product of the given reaction. (1) The product is: [NH2:16][C:2]1[CH:10]=[CH:9][C:8]([S:11]([CH3:14])(=[O:13])=[O:12])=[CH:7][C:3]=1[C:4]([OH:6])=[O:5]. Given the reactants Cl[C:2]1[CH:10]=[CH:9][C:8]([S:11]([CH3:14])(=[O:13])=[O:12])=[CH:7][C:3]=1[C:4]([OH:6])=[O:5].[OH-].[NH4+:16], predict the reaction product. (2) Given the reactants [Si:1]([O:8][CH2:9][C@@H:10]1[C@H:14]2[O:15][C:16]([CH3:19])([CH3:18])[O:17][C@H:13]2[C@H:12]([OH:20])[C:11]1=[CH2:21])([C:4]([CH3:7])([CH3:6])[CH3:5])([CH3:3])[CH3:2].[BH4-].[Na+].[NH4+].[Cl-], predict the reaction product. The product is: [Si:1]([O:8][CH2:9][C@@H:10]1[C@H:14]2[O:15][C:16]([CH3:19])([CH3:18])[O:17][C@H:13]2[C@@H:12]([OH:20])[C:11]1=[CH2:21])([C:4]([CH3:7])([CH3:6])[CH3:5])([CH3:2])[CH3:3]. (3) Given the reactants [CH3:1][N:2]1[C:6]([CH:7]=O)=[CH:5][CH:4]=[N:3]1.C(O)(=O)[CH2:10][C:11]([OH:13])=[O:12].N1CCCCC1.Cl, predict the reaction product. The product is: [CH3:1][N:2]1[C:6](/[CH:7]=[CH:10]/[C:11]([OH:13])=[O:12])=[CH:5][CH:4]=[N:3]1. (4) Given the reactants C(O[C:4](=[O:30])[CH2:5][CH2:6][CH2:7][CH2:8][C:9]1[CH:14]=[CH:13][C:12]([CH2:15][CH2:16][CH2:17][CH2:18][N:19]2C(=O)C3C(=CC=CC=3)C2=O)=[CH:11][N:10]=1)C.[CH3:31][NH2:32], predict the reaction product. The product is: [CH3:31][NH:32][C:4](=[O:30])[CH2:5][CH2:6][CH2:7][CH2:8][C:9]1[CH:14]=[CH:13][C:12]([CH2:15][CH2:16][CH2:17][CH2:18][NH2:19])=[CH:11][N:10]=1. (5) Given the reactants FC1C(F)=CC(F)=C(F)C=1.[F:11][C:12]1[C:19]([F:20])=[CH:18][C:17]([F:21])=[C:16]([F:22])[C:13]=1[C:14]#[N:15].C(C1(C(F)=C(F)C=C(F)C1F)C=O)#N, predict the reaction product. The product is: [F:11][C:12]1[C:19]([F:20])=[CH:18][C:17]([F:21])=[C:16]([F:22])[C:13]=1[CH2:14][NH2:15]. (6) Given the reactants [CH2:1]([N:8]1[N:12]=[N:11][C:10]([C@@H:13]2[C@@H:17]([OH:18])[C@@H:16]([OH:19])[C@H:15]([N:20]3[CH:28]=[N:27][C:26]4[C:21]3=[N:22][C:23]([Cl:44])=[N:24][C:25]=4NCC(C3C=CC=CC=3)C3C=CC=CC=3)[O:14]2)=[N:9]1)[C:2]1[CH:7]=[CH:6][CH:5]=[CH:4][CH:3]=1.[NH2:45][CH2:46][CH:47]([C:55]1[CH:60]=[CH:59][C:58]([OH:61])=[CH:57][CH:56]=1)[C:48]1[CH:53]=[CH:52][C:51]([OH:54])=[CH:50][CH:49]=1, predict the reaction product. The product is: [CH2:1]([N:8]1[N:12]=[N:11][C:10]([C@@H:13]2[C@@H:17]([OH:18])[C@@H:16]([OH:19])[C@H:15]([N:20]3[CH:28]=[N:27][C:26]4[C:21]3=[N:22][C:23]([Cl:44])=[N:24][C:25]=4[NH:45][CH2:46][CH:47]([C:48]3[CH:49]=[CH:50][C:51]([OH:54])=[CH:52][CH:53]=3)[C:55]3[CH:60]=[CH:59][C:58]([OH:61])=[CH:57][CH:56]=3)[O:14]2)=[N:9]1)[C:2]1[CH:7]=[CH:6][CH:5]=[CH:4][CH:3]=1.